From a dataset of Peptide-MHC class I binding affinity with 185,985 pairs from IEDB/IMGT. Regression. Given a peptide amino acid sequence and an MHC pseudo amino acid sequence, predict their binding affinity value. This is MHC class I binding data. (1) The binding affinity (normalized) is 0. The MHC is Mamu-B17 with pseudo-sequence Mamu-B17. The peptide sequence is RPLEACYNTCY. (2) The peptide sequence is VLQQIFHSS. The MHC is HLA-A29:02 with pseudo-sequence HLA-A29:02. The binding affinity (normalized) is 0.0847. (3) The peptide sequence is IEFIEVVRL. The MHC is HLA-B27:05 with pseudo-sequence HLA-B27:05. The binding affinity (normalized) is 0.0847. (4) The peptide sequence is IKECFRKL. The MHC is H-2-Kb with pseudo-sequence H-2-Kb. The binding affinity (normalized) is 0.219. (5) The peptide sequence is GPIGKLIA. The MHC is HLA-A02:01 with pseudo-sequence HLA-A02:01. The binding affinity (normalized) is 0. (6) The peptide sequence is MSRKLHRYI. The MHC is HLA-B46:01 with pseudo-sequence HLA-B46:01. The binding affinity (normalized) is 0.0847. (7) The peptide sequence is HLECRTFFL. The MHC is HLA-A02:02 with pseudo-sequence HLA-A02:02. The binding affinity (normalized) is 0.646.